This data is from Peptide-MHC class I binding affinity with 185,985 pairs from IEDB/IMGT. The task is: Regression. Given a peptide amino acid sequence and an MHC pseudo amino acid sequence, predict their binding affinity value. This is MHC class I binding data. (1) The peptide sequence is ILPVIFLSI. The MHC is Mamu-A01 with pseudo-sequence Mamu-A01. The binding affinity (normalized) is 0.371. (2) The peptide sequence is SDVTNRLEI. The MHC is HLA-A02:06 with pseudo-sequence HLA-A02:06. The binding affinity (normalized) is 0.320.